Dataset: Full USPTO retrosynthesis dataset with 1.9M reactions from patents (1976-2016). Task: Predict the reactants needed to synthesize the given product. (1) Given the product [CH2:1]([O:5][C:6]([N:8]1[CH2:13][CH2:12][N:11]([C:14](=[O:50])[C@@H:15]([NH:20][C:21]([C:23]2[CH:27]=[C:26]([O:28][CH2:29][C:30]([N:32]3[CH2:36][CH2:35][CH2:34][C@H:33]3[C:37](=[O:43])[NH:38][CH:39]3[CH2:42][CH2:41][CH2:40]3)=[O:31])[N:25]([C:44]3[CH:49]=[CH:48][CH:47]=[CH:46][CH:45]=3)[N:24]=2)=[O:22])[CH2:16][CH2:17][CH2:18][O:19][C:57](=[O:59])[CH3:58])[CH2:10][CH2:9]1)=[O:7])[CH2:2][CH2:3][CH3:4], predict the reactants needed to synthesize it. The reactants are: [CH2:1]([O:5][C:6]([N:8]1[CH2:13][CH2:12][N:11]([C:14](=[O:50])[C@@H:15]([NH:20][C:21]([C:23]2[CH:27]=[C:26]([O:28][CH2:29][C:30]([N:32]3[CH2:36][CH2:35][CH2:34][C@H:33]3[C:37](=[O:43])[NH:38][CH:39]3[CH2:42][CH2:41][CH2:40]3)=[O:31])[N:25]([C:44]3[CH:49]=[CH:48][CH:47]=[CH:46][CH:45]=3)[N:24]=2)=[O:22])[CH2:16][CH2:17][CH2:18][OH:19])[CH2:10][CH2:9]1)=[O:7])[CH2:2][CH2:3][CH3:4].N1C=CC=CC=1.[C:57](OC(=O)C)(=[O:59])[CH3:58]. (2) Given the product [Cl:18][C:2]1[N:3]=[N:4][CH:5]=[C:6]([C:10]2[CH:15]=[CH:14][CH:13]=[CH:12][CH:11]=2)[C:7]=1[C:8]#[N:9], predict the reactants needed to synthesize it. The reactants are: O=[C:2]1[C:7]([C:8]#[N:9])=[C:6]([C:10]2[CH:15]=[CH:14][CH:13]=[CH:12][CH:11]=2)[CH:5]=[N:4][NH:3]1.P(Cl)(Cl)([Cl:18])=O. (3) Given the product [CH3:13][C:11]1([CH2:14][N:15]2[N:19]=[C:18]([C:20]3[CH:21]=[CH:22][CH:23]=[CH:24][CH:25]=3)[O:17][C:16]2=[O:26])[O:12][C:2]2=[N:6][C:5]([N+:7]([O-:9])=[O:8])=[CH:4][N:3]2[CH2:10]1, predict the reactants needed to synthesize it. The reactants are: Cl[C:2]1[NH:3][CH:4]=[C:5]([N+:7]([O-:9])=[O:8])[N:6]=1.[CH3:10][C:11]1([CH2:14][N:15]2[N:19]=[C:18]([C:20]3[CH:25]=[CH:24][CH:23]=[CH:22][CH:21]=3)[O:17][C:16]2=[O:26])[CH2:13][O:12]1.C(=O)([O-])O.[Na+].[H-].[Na+]. (4) Given the product [C:3]([C:7]1[CH:8]=[CH:9][C:10]([S:13]([NH:16][C:17]2[C:22]([O:23][C:24]3[CH:29]=[CH:28][CH:27]=[CH:26][C:25]=3[O:30][CH3:31])=[C:21]([O:32][CH2:33][C:34]#[C:35][CH2:36][O:37][C:48]3[N:49]=[CH:50][C:45]([Br:44])=[CH:46][N:47]=3)[N:20]=[C:19]([N:38]3[CH2:39][CH2:40][O:41][CH2:42][CH2:43]3)[N:18]=2)(=[O:15])=[O:14])=[CH:11][CH:12]=1)([CH3:6])([CH3:4])[CH3:5], predict the reactants needed to synthesize it. The reactants are: [H-].[Na+].[C:3]([C:7]1[CH:12]=[CH:11][C:10]([S:13]([NH:16][C:17]2[C:22]([O:23][C:24]3[CH:29]=[CH:28][CH:27]=[CH:26][C:25]=3[O:30][CH3:31])=[C:21]([O:32][CH2:33][C:34]#[C:35][CH2:36][OH:37])[N:20]=[C:19]([N:38]3[CH2:43][CH2:42][O:41][CH2:40][CH2:39]3)[N:18]=2)(=[O:15])=[O:14])=[CH:9][CH:8]=1)([CH3:6])([CH3:5])[CH3:4].[Br:44][C:45]1[CH:46]=[N:47][C:48](Cl)=[N:49][CH:50]=1. (5) Given the product [N+:7]([C:4]1[S:3][C:2]([S:29][C:28]2[C:23]3[CH:22]=[C:21]([C:15]4[CH:20]=[CH:19][CH:18]=[CH:17][CH:16]=4)[NH:30][C:24]=3[N:25]=[CH:26][N:27]=2)=[N:6][CH:5]=1)([O-:9])=[O:8], predict the reactants needed to synthesize it. The reactants are: Br[C:2]1[S:3][C:4]([N+:7]([O-:9])=[O:8])=[CH:5][N:6]=1.CN(C)C=O.[C:15]1([C:21]2[NH:30][C:24]3[N:25]=[CH:26][N:27]=[C:28]([SH:29])[C:23]=3[CH:22]=2)[CH:20]=[CH:19][CH:18]=[CH:17][CH:16]=1.N1C=CC=CC=1. (6) Given the product [F:1][C:2]([F:13])([F:12])[C:3]([CH2:10][CH3:11])=[CH:4][CH2:5][OH:6], predict the reactants needed to synthesize it. The reactants are: [F:1][C:2]([F:13])([F:12])[C:3]([CH2:10][CH3:11])=[CH:4][C:5](OCC)=[O:6].[H-].C([Al+]CC(C)C)C(C)C.S(=O)(=O)(O)O. (7) Given the product [Cl:3][C:10]1[CH2:11][CH2:12][O:6][C:7]2[CH:17]=[CH:16][CH:15]=[CH:14][C:8]=2[C:9]=1[CH:21]=[O:22], predict the reactants needed to synthesize it. The reactants are: P(Cl)(Cl)([Cl:3])=O.[O:6]1[CH2:12][CH2:11][C:10](=O)[CH2:9][C:8]2[CH:14]=[CH:15][CH:16]=[CH:17][C:7]1=2.CN([CH:21]=[O:22])C. (8) Given the product [OH:17][C:15]1[CH:14]=[C:13]([C:18]([CH3:26])([CH3:27])[C:19]([O:21][CH2:22][CH2:23][CH2:24][CH3:25])=[O:20])[CH:12]=[C:11]2[C:16]=1[C@H:7]1[CH2:6][C@H:5]([CH2:3][OH:4])[CH2:31][CH2:30][C@H:8]1[C:9]([CH3:29])([CH3:28])[O:10]2, predict the reactants needed to synthesize it. The reactants are: [BH4-].[Na+].[CH:3]([C@@H:5]1[CH2:31][CH2:30][C@H:8]2[C:9]([CH3:29])([CH3:28])[O:10][C:11]3[C:16]([C@H:7]2[CH2:6]1)=[C:15]([OH:17])[CH:14]=[C:13]([C:18]([CH3:27])([CH3:26])[C:19]([O:21][CH2:22][CH2:23][CH2:24][CH3:25])=[O:20])[CH:12]=3)=[O:4].CCCCCC.